This data is from Forward reaction prediction with 1.9M reactions from USPTO patents (1976-2016). The task is: Predict the product of the given reaction. Given the reactants Br[C:2]1[N:7]=[C:6]([C:8]([OH:10])=[O:9])[CH:5]=[CH:4][C:3]=1[F:11].[F:12][C:13]1[C:18]([F:19])=[CH:17][CH:16]=[CH:15][C:14]=1B(O)O, predict the reaction product. The product is: [F:12][C:13]1[C:18]([F:19])=[CH:17][CH:16]=[CH:15][C:14]=1[C:2]1[N:7]=[C:6]([C:8]([OH:10])=[O:9])[CH:5]=[CH:4][C:3]=1[F:11].